Dataset: Catalyst prediction with 721,799 reactions and 888 catalyst types from USPTO. Task: Predict which catalyst facilitates the given reaction. (1) Reactant: [F:1][C:2]([F:20])([F:19])[C:3]1[CH:4]=[C:5]([C:9]2[CH:17]=[CH:16][CH:15]=[C:14]3[C:10]=2[CH2:11][C:12](=[O:18])[NH:13]3)[CH:6]=[CH:7][CH:8]=1.[CH2:21]([N:23]([CH2:39][CH3:40])[CH2:24][CH2:25][CH2:26][NH:27][C:28]([C:30]1[C:34]([CH3:35])=[C:33]([CH:36]=O)[NH:32][C:31]=1[CH3:38])=[O:29])[CH3:22]. Product: [CH2:39]([N:23]([CH2:21][CH3:22])[CH2:24][CH2:25][CH2:26][NH:27][C:28]([C:30]1[C:34]([CH3:35])=[C:33]([CH:36]=[C:11]2[C:10]3[C:14](=[CH:15][CH:16]=[CH:17][C:9]=3[C:5]3[CH:6]=[CH:7][CH:8]=[C:3]([C:2]([F:1])([F:19])[F:20])[CH:4]=3)[NH:13][C:12]2=[O:18])[NH:32][C:31]=1[CH3:38])=[O:29])[CH3:40]. The catalyst class is: 360. (2) Reactant: [Cl:1][C:2]1[CH:3]=[C:4]2[C:12](=[C:13]([N+:15]([O-])=O)[CH:14]=1)[NH:11][C:10]1[CH:9]=[N:8][CH:7]=[C:6]([F:18])[C:5]2=1.C([O-])=O.[NH4+].C(=O)(O)[O-].[Na+].[Cl-].[Na+]. Product: [Cl:1][C:2]1[CH:3]=[C:4]2[C:12](=[C:13]([NH2:15])[CH:14]=1)[NH:11][C:10]1[CH:9]=[N:8][CH:7]=[C:6]([F:18])[C:5]2=1. The catalyst class is: 357.